From a dataset of Full USPTO retrosynthesis dataset with 1.9M reactions from patents (1976-2016). Predict the reactants needed to synthesize the given product. (1) The reactants are: [NH2:1][C:2]1[C:10]2[C:5](=[N:6][C:7]([C:17]3[CH:22]=[CH:21][C:20]([F:23])=[CH:19][CH:18]=3)=[C:8]([C:11]3[CH:16]=[CH:15][N:14]=[CH:13][CH:12]=3)[CH:9]=2)[NH:4][N:3]=1.Cl.[C:25](Cl)(=[O:32])[C:26]1[CH:31]=[CH:30][N:29]=[CH:28][CH:27]=1. Given the product [F:23][C:20]1[CH:21]=[CH:22][C:17]([C:7]2[N:6]=[C:5]3[NH:4][N:3]=[C:2]([NH:1][C:25](=[O:32])[C:26]4[CH:31]=[CH:30][N:29]=[CH:28][CH:27]=4)[C:10]3=[CH:9][C:8]=2[C:11]2[CH:16]=[CH:15][N:14]=[CH:13][CH:12]=2)=[CH:18][CH:19]=1, predict the reactants needed to synthesize it. (2) Given the product [N:7]1([C:10]2[CH:15]=[CH:14][C:13]([NH:16][C:17]3[N:18]=[C:19]([N:36]4[CH2:41][CH2:40][CH2:39][CH:38]([C:42]([NH2:44])=[O:43])[CH2:37]4)[C:20]4[CH:25]=[CH:24][NH:23][C:21]=4[N:22]=3)=[CH:12][CH:11]=2)[CH2:6][CH2:5][NH:4][CH2:9][CH2:8]1.[C:1]([N:4]1[CH2:5][CH2:6][N:7]([C:10]2[CH:15]=[CH:14][C:13]([NH:16][C:17]3[N:18]=[C:19]([N:36]4[CH2:41][CH2:40][CH2:39][CH:38]([C:42]([NH2:44])=[O:43])[CH2:37]4)[C:20]4[CH:25]=[CH:24][NH:23][C:21]=4[N:22]=3)=[CH:12][CH:11]=2)[CH2:8][CH2:9]1)(=[O:3])[CH3:2], predict the reactants needed to synthesize it. The reactants are: [C:1]([N:4]1[CH2:9][CH2:8][N:7]([C:10]2[CH:15]=[CH:14][C:13]([NH:16][C:17]3[N:18]=[C:19]([N:36]4[CH2:41][CH2:40][CH2:39][CH:38]([C:42]([NH2:44])=[O:43])[CH2:37]4)[C:20]4[CH:25]=[CH:24][N:23](S(C5C=CC(C)=CC=5)(=O)=O)[C:21]=4[N:22]=3)=[CH:12][CH:11]=2)[CH2:6][CH2:5]1)(=[O:3])[CH3:2].[OH-].[K+]. (3) Given the product [F:1][C:2]1[C:12]([F:13])=[C:11]([F:14])[CH:10]=[CH:9][C:3]=1[N:4]([CH:18]=[C:19]([C:20]([O:22][CH2:23][CH3:24])=[O:21])[C:25]([O:27][CH2:28][CH3:29])=[O:26])[C@@H:5]([CH3:8])[CH2:6][OH:7], predict the reactants needed to synthesize it. The reactants are: [F:1][C:2]1[C:12]([F:13])=[C:11]([F:14])[CH:10]=[CH:9][C:3]=1[NH:4][C@@H:5]([CH3:8])[CH2:6][OH:7].C(O[CH:18]=[C:19]([C:25]([O:27][CH2:28][CH3:29])=[O:26])[C:20]([O:22][CH2:23][CH3:24])=[O:21])C.C(=O)([O-])[O-].[K+].[K+].